Dataset: Reaction yield outcomes from USPTO patents with 853,638 reactions. Task: Predict the reaction yield, written as a fraction of the theoretical maximum amount of product (1.0 means a 100% yield; for example, 0.34 means a 34% yield). The reactants are [H-].[Na+].Br[CH2:4][CH:5]([C:7]1[CH:8]=[N:9][CH:10]=[CH:11][CH:12]=1)[OH:6]. The catalyst is O1CCCC1. The product is [O:6]1[CH2:4][CH:5]1[C:7]1[CH:8]=[N:9][CH:10]=[CH:11][CH:12]=1. The yield is 0.620.